This data is from Reaction yield outcomes from USPTO patents with 853,638 reactions. The task is: Predict the reaction yield, written as a fraction of the theoretical maximum amount of product (1.0 means a 100% yield; for example, 0.34 means a 34% yield). (1) The reactants are [CH2:1]([NH:5][C:6]1[N:11]=[C:10]([NH:12][CH2:13][CH2:14][CH3:15])[N:9]=[C:8]([NH:16][CH2:17][C:18]#[CH:19])[N:7]=1)[CH2:2][CH2:3][CH3:4].[OH:20][S:21]([OH:24])(=[O:23])=[O:22].S(O)(O)(=O)=O.CN(C)C1N=C(NCCC)N=C(NCC#C)N=1.CN(C)C1N=C(NCCC)N=C(NCC#C)N=1. No catalyst specified. The product is [S:21]([OH:24])([OH:23])(=[O:22])=[O:20].[CH2:1]([NH:5][C:6]1[N:11]=[C:10]([NH:12][CH2:13][CH2:14][CH3:15])[N:9]=[C:8]([NH:16][CH2:17][C:18]#[CH:19])[N:7]=1)[CH2:2][CH2:3][CH3:4].[CH2:1]([NH:5][C:6]1[N:11]=[C:10]([NH:12][CH2:13][CH2:14][CH3:15])[N:9]=[C:8]([NH:16][CH2:17][C:18]#[CH:19])[N:7]=1)[CH2:2][CH2:3][CH3:4]. The yield is 0.750. (2) The reactants are [F:1][C:2]([F:13])([F:12])[C:3]1[CH:4]=[C:5]([C@H:9]([NH2:11])[CH3:10])[CH:6]=[CH:7][CH:8]=1.[NH2:14][C:15]1[N:20]=[C:19]([C:21](O)=[O:22])[CH:18]=[CH:17][N:16]=1. No catalyst specified. The product is [NH2:14][C:15]1[N:20]=[C:19]([C:21]([NH:11][C@@H:9]([C:5]2[CH:6]=[CH:7][CH:8]=[C:3]([C:2]([F:12])([F:13])[F:1])[CH:4]=2)[CH3:10])=[O:22])[CH:18]=[CH:17][N:16]=1. The yield is 0.720. (3) The reactants are [F:1][C:2]1[CH:7]=[CH:6][CH:5]=[C:4]([F:8])[CH:3]=1.[Li]CCCC.Br[C:15]1[N:20]=[CH:19][C:18]([NH2:21])=[CH:17][CH:16]=1. The catalyst is C1COCC1.[Cl-].[Cl-].[Zn+2].C1C=CC([P]([Pd]([P](C2C=CC=CC=2)(C2C=CC=CC=2)C2C=CC=CC=2)([P](C2C=CC=CC=2)(C2C=CC=CC=2)C2C=CC=CC=2)[P](C2C=CC=CC=2)(C2C=CC=CC=2)C2C=CC=CC=2)(C2C=CC=CC=2)C2C=CC=CC=2)=CC=1. The product is [F:1][C:2]1[CH:7]=[CH:6][CH:5]=[C:4]([F:8])[C:3]=1[C:15]1[N:20]=[CH:19][C:18]([NH2:21])=[CH:17][CH:16]=1. The yield is 0.300. (4) The reactants are Br[C:2]1[C:11]([NH:12][C:13]2[CH2:18][CH2:17][CH2:16][C:15](=[O:19])[CH:14]=2)=[CH:10][CH:9]=[CH:8][C:3]=1[C:4]([O:6][CH3:7])=[O:5].C1(C)C=CC=CC=1P(C1C=CC=CC=1C)C1C=CC=CC=1C.C(N(CC)CC)C. The catalyst is C(#N)C.C(Cl)Cl.O.C([O-])(=O)C.[Pd+2].C([O-])(=O)C. The product is [O:19]=[C:15]1[C:14]2[C:2]3[C:3]([C:4]([O:6][CH3:7])=[O:5])=[CH:8][CH:9]=[CH:10][C:11]=3[NH:12][C:13]=2[CH2:18][CH2:17][CH2:16]1. The yield is 0.840. (5) The reactants are [CH3:1][O:2][C:3]([NH:5][C@H:6]([C:11]([N:13]1[CH2:17][CH2:16][CH2:15][C@H:14]1[C:18]1[NH:19][C:20]([C:23]2[CH:28]=[C:27]3[CH2:29][O:30][C:31]4[CH:58]=[C:57]5[C:34]([CH:35]=[CH:36][C:37]6[N:41]=[C:40]([C@@H:42]7[CH2:46][C@H:45]([CH2:47][O:48][CH3:49])[CH2:44][N:43]7C(OC(C)(C)C)=O)[NH:39][C:38]=65)=[CH:33][C:32]=4[C:26]3=[CH:25][CH:24]=2)=[CH:21][N:22]=1)=[O:12])[C@@H:7]([CH3:10])[O:8][CH3:9])=[O:4].Cl.[CH3:60][O:61][C:62]([NH:64][C@H:65]([C:69]1[CH:74]=[CH:73][CH:72]=[CH:71][CH:70]=1)[C:66](O)=[O:67])=[O:63].CCN(C(C)C)C(C)C.CCOC(C(C#N)=NOC(N1CCOCC1)=[N+](C)C)=O.F[P-](F)(F)(F)(F)F. The catalyst is C(Cl)Cl.CO. The product is [CH3:9][O:8][C@H:7]([CH3:10])[C@H:6]([NH:5][C:3]([O:2][CH3:1])=[O:4])[C:11]([N:13]1[CH2:17][CH2:16][CH2:15][C@H:14]1[C:18]1[NH:19][C:20]([C:23]2[CH:28]=[C:27]3[CH2:29][O:30][C:31]4[CH:58]=[C:57]5[C:34]([CH:35]=[CH:36][C:37]6[N:41]=[C:40]([C@@H:42]7[CH2:46][C@H:45]([CH2:47][O:48][CH3:49])[CH2:44][N:43]7[C:66](=[O:67])[C@H:65]([NH:64][C:62](=[O:63])[O:61][CH3:60])[C:69]7[CH:74]=[CH:73][CH:72]=[CH:71][CH:70]=7)[NH:39][C:38]=65)=[CH:33][C:32]=4[C:26]3=[CH:25][CH:24]=2)=[CH:21][N:22]=1)=[O:12]. The yield is 0.460. (6) The reactants are O=[CH:2][CH2:3][CH2:4][NH:5][C:6](=[O:12])[O:7][C:8]([CH3:11])([CH3:10])[CH3:9].[CH2:13]([NH2:16])[CH2:14][NH2:15].C(=O)([O-])[O-].[K+].[K+].II. The catalyst is CC(O)(C)C. The product is [NH:15]1[CH2:14][CH2:13][N:16]=[C:2]1[CH2:3][CH2:4][NH:5][C:6](=[O:12])[O:7][C:8]([CH3:11])([CH3:10])[CH3:9]. The yield is 0.830. (7) The reactants are [CH3:1][C:2]1([CH3:22])[CH:6]([C:7]2[CH:12]=[CH:11][C:10]([CH3:13])=[CH:9][CH:8]=2)[C:5]2[C:14]([CH3:21])=[C:15]([NH2:20])[C:16]([CH3:19])=[C:17]([CH3:18])[C:4]=2[O:3]1.[C:23](=[O:26])([O-])[O-:24].[Na+].[Na+]. The catalyst is O1CCCC1.[I-].C([N+](CCCC)(CCCC)CCCC)CCC. The product is [CH3:1][C:2]1([CH3:22])[CH:6]([C:7]2[CH:8]=[CH:9][C:10]([CH3:13])=[CH:11][CH:12]=2)[C:5]2[C:14]([CH3:21])=[C:15]([N:20]3[CH:21]=[C:14]4[C:5]([CH:4]=[C:17]5[O:26][CH2:23][O:24][C:16]5=[CH:15]4)=[CH:6]3)[C:16]([CH3:19])=[C:17]([CH3:18])[C:4]=2[O:3]1. The yield is 0.110. (8) The reactants are Cl.[NH2:2][C:3]12[CH2:10][CH2:9][C:6]([C:11]([O:13][CH2:14][CH3:15])=[O:12])([CH2:7][CH2:8]1)[CH2:5][CH2:4]2.C(=O)([O-])[O-].[K+].[K+].[I-].[K+].[F:24][C@@H:25]1[CH2:29][N:28]([C:30](=[O:42])[CH2:31]OS(C2C=CC=CC=2)(=O)=O)[C@H:27]([C:43]#[N:44])[CH2:26]1. The catalyst is CN(C)C=O. The product is [CH2:14]([O:13][C:11]([C:6]12[CH2:5][CH2:4][C:3]([NH:2][CH2:31][C:30]([N:28]3[CH2:29][C@@H:25]([F:24])[CH2:26][C@H:27]3[C:43]#[N:44])=[O:42])([CH2:10][CH2:9]1)[CH2:8][CH2:7]2)=[O:12])[CH3:15]. The yield is 0.920.